This data is from Reaction yield outcomes from USPTO patents with 853,638 reactions. The task is: Predict the reaction yield, written as a fraction of the theoretical maximum amount of product (1.0 means a 100% yield; for example, 0.34 means a 34% yield). (1) The reactants are Cl.[NH:2]1[CH2:7][CH2:6][C:5](=[CH:8][C:9]2[CH:10]=[C:11]([CH:23]=[CH:24][CH:25]=2)[O:12][C:13]2[CH:18]=[CH:17][C:16]([C:19]([F:22])([F:21])[F:20])=[CH:15][N:14]=2)[CH2:4][CH2:3]1.C([N:28]([CH2:31]C)[CH2:29][CH3:30])C.[F:33][C:34]1C=C[C:37](N=C=O)=[CH:36][CH:35]=1.[OH2:43]. The catalyst is ClCCl. The product is [F:21][C:19]([F:22])([F:20])[C:16]1[CH:17]=[CH:18][C:13]([O:12][C:11]2[CH:10]=[C:9]([CH:25]=[CH:24][CH:23]=2)[CH:8]=[C:5]2[CH2:6][CH2:7][N:2]([C:31]([NH:28][C:29]3[CH:30]=[CH:37][CH:36]=[CH:35][C:34]=3[F:33])=[O:43])[CH2:3][CH2:4]2)=[N:14][CH:15]=1. The yield is 0.900. (2) The reactants are [Si:1]([O:8][CH2:9][CH2:10][O:11][C:12]1[S:13][CH:14]=[CH:15][N:16]=1)([C:4]([CH3:7])([CH3:6])[CH3:5])([CH3:3])[CH3:2].[Li]CCCC.[CH3:22][O:23][C:24]([C:26]1[CH:27]2[N:42]([C:43]([O:45][C:46]([CH3:49])([CH3:48])[CH3:47])=[O:44])[CH:31]([CH2:32][C:33]=1OS(C(F)(F)F)(=O)=O)[CH2:30][N:29]([C:50]([O:52][C:53]([CH3:56])([CH3:55])[CH3:54])=[O:51])[CH2:28]2)=[O:25].CCOC(C)=O. The catalyst is C1COCC1.[NH4+].[Cl-].[Cl-].[Cl-].[Zn+2].C1C=CC([P]([Pd]([P](C2C=CC=CC=2)(C2C=CC=CC=2)C2C=CC=CC=2)([P](C2C=CC=CC=2)(C2C=CC=CC=2)C2C=CC=CC=2)[P](C2C=CC=CC=2)(C2C=CC=CC=2)C2C=CC=CC=2)(C2C=CC=CC=2)C2C=CC=CC=2)=CC=1. The product is [CH3:22][O:23][C:24]([C:26]1[CH:27]2[N:42]([C:43]([O:45][C:46]([CH3:49])([CH3:47])[CH3:48])=[O:44])[CH:31]([CH2:32][C:33]=1[C:14]1[S:13][C:12]([O:11][CH2:10][CH2:9][O:8][Si:1]([C:4]([CH3:7])([CH3:5])[CH3:6])([CH3:2])[CH3:3])=[N:16][CH:15]=1)[CH2:30][N:29]([C:50]([O:52][C:53]([CH3:56])([CH3:55])[CH3:54])=[O:51])[CH2:28]2)=[O:25]. The yield is 0.990. (3) The yield is 0.640. The product is [O:11]1[CH2:12][CH2:13][CH:8]([N:7]2[CH2:2][CH2:3][NH:4][C:5]2=[O:6])[CH2:9][CH2:10]1. The reactants are Cl[CH2:2][CH2:3][NH:4][C:5]([NH:7][CH:8]1[CH2:13][CH2:12][O:11][CH2:10][CH2:9]1)=[O:6].[H-].[Na+]. The catalyst is C1COCC1. (4) The reactants are [CH3:1][C:2]1[CH:6]=[CH:5][S:4][C:3]=1[C:7]([OH:9])=[O:8].S(Cl)(Cl)=O.[CH2:14](O)[CH3:15]. No catalyst specified. The product is [CH3:1][C:2]1[CH:6]=[CH:5][S:4][C:3]=1[C:7]([O:9][CH2:14][CH3:15])=[O:8]. The yield is 0.860. (5) The reactants are [F:1][C:2]1[C:3]2[CH2:14][CH2:13][C:12](=[CH:15][C:16]#[N:17])[C:4]=2[C:5]2[C:9]([CH:10]=1)=[N:8][N:7]([CH3:11])[CH:6]=2.N.CO. The catalyst is O1CCCC1.CO.[Co]. The product is [F:1][C:2]1[C:3]2[CH2:14][CH2:13][C:12](=[CH:15][CH2:16][NH2:17])[C:4]=2[C:5]2[C:9]([CH:10]=1)=[N:8][N:7]([CH3:11])[CH:6]=2. The yield is 0.990. (6) The reactants are FC(F)(F)C(O)=O.C(OC([NH:15][C:16]1[N:17]=[CH:18][C:19]([C:22]2[N:26]([C:27]3[CH:28]=[N:29][CH:30]=[CH:31][CH:32]=3)[N:25]=[C:24]([C:33]([N:35]3[CH2:40][CH2:39][C:38]([F:42])([F:41])[CH2:37][CH2:36]3)=[O:34])[CH:23]=2)=[N:20][CH:21]=1)=O)(C)(C)C. The catalyst is ClCCl. The product is [NH2:15][C:16]1[N:17]=[CH:18][C:19]([C:22]2[N:26]([C:27]3[CH:28]=[N:29][CH:30]=[CH:31][CH:32]=3)[N:25]=[C:24]([C:33]([N:35]3[CH2:36][CH2:37][C:38]([F:42])([F:41])[CH2:39][CH2:40]3)=[O:34])[CH:23]=2)=[N:20][CH:21]=1. The yield is 0.880.